Task: Predict which catalyst facilitates the given reaction.. Dataset: Catalyst prediction with 721,799 reactions and 888 catalyst types from USPTO (1) Reactant: [NH2:1][C:2]1[CH:3]=[C:4]([NH:17][C:18](=[O:21])[O:19][CH3:20])[CH:5]=[CH:6][C:7]=1[NH:8][CH2:9][CH:10]1[CH2:15][CH2:14][CH2:13][CH2:12][N:11]1[CH3:16].[CH3:22][C:23]([CH3:28])([CH3:27])[C:24](Cl)=O. Product: [C:23]([C:28]1[N:8]([CH2:9][CH:10]2[CH2:15][CH2:14][CH2:13][CH2:12][N:11]2[CH3:16])[C:7]2[CH:6]=[CH:5][C:4]([NH:17][C:18](=[O:21])[O:19][CH3:20])=[CH:3][C:2]=2[N:1]=1)([CH3:27])([CH3:24])[CH3:22]. The catalyst class is: 144. (2) Reactant: Br[C:2]1[CH:11]=[C:10]2[C:5]([C:6](=[O:25])[N:7]([CH:12]3[CH2:17][CH2:16][CH2:15][N:14]([C:18]([O:20][C:21]([CH3:24])([CH3:23])[CH3:22])=[O:19])[CH2:13]3)[CH:8]=[N:9]2)=[C:4]([F:26])[CH:3]=1.C1(P([CH:40]2[CH2:45][CH2:44]CCC2)C2CCCCC2)CCCCC1.[O-]P([O-])([O-])=O.[K+].[K+].[K+].C1(B(O)O)CC1. Product: [CH:44]1([C:2]2[CH:11]=[C:10]3[C:5]([C:6](=[O:25])[N:7]([CH:12]4[CH2:17][CH2:16][CH2:15][N:14]([C:18]([O:20][C:21]([CH3:23])([CH3:24])[CH3:22])=[O:19])[CH2:13]4)[CH:8]=[N:9]3)=[C:4]([F:26])[CH:3]=2)[CH2:45][CH2:40]1. The catalyst class is: 874. (3) Reactant: [N+:1]([C:4]1[CH:5]=[C:6]([C:10]2[CH2:14][CH:13]([CH2:15][CH2:16][CH2:17][CH:18]=O)[O:12][N:11]=2)[CH:7]=[CH:8][CH:9]=1)([O-:3])=[O:2].[C:20]1([CH:26]([C:33]2[CH:38]=[CH:37][CH:36]=[CH:35][CH:34]=2)[N:27]2[CH2:32][CH2:31][NH:30][CH2:29][CH2:28]2)[CH:25]=[CH:24][CH:23]=[CH:22][CH:21]=1.[BH-](OC(C)=O)(OC(C)=O)OC(C)=O.[Na+]. Product: [CH:26]([N:27]1[CH2:32][CH2:31][N:30]([CH2:18][CH2:17][CH2:16][CH2:15][CH:13]2[O:12][N:11]=[C:10]([C:6]3[CH:7]=[CH:8][CH:9]=[C:4]([N+:1]([O-:3])=[O:2])[CH:5]=3)[CH2:14]2)[CH2:29][CH2:28]1)([C:33]1[CH:38]=[CH:37][CH:36]=[CH:35][CH:34]=1)[C:20]1[CH:25]=[CH:24][CH:23]=[CH:22][CH:21]=1. The catalyst class is: 2. (4) Reactant: [Br:1][C:2]1[CH:3]=[C:4]([CH2:8][C:9]([OH:11])=[O:10])[CH:5]=[N:6][CH:7]=1.S(Cl)(Cl)=O.N1C=CC=C[CH:17]=1. Product: [Br:1][C:2]1[CH:3]=[C:4]([CH2:8][C:9]([O:11][CH3:17])=[O:10])[CH:5]=[N:6][CH:7]=1. The catalyst class is: 5. (5) Reactant: CS([CH:5]1[CH2:10][CH2:9][N:8]([C:11]([O:13][C:14]([CH3:17])([CH3:16])[CH3:15])=[O:12])[CH:7]([OH:18])[CH2:6]1)(=O)=O.[F:19][C:20]([F:30])([F:29])[O:21][C:22]1[CH:27]=[CH:26][C:25](O)=[CH:24][CH:23]=1.[OH-].[Na+].FC(F)(F)OC1C=CC(OC2CCN(C(OC(C)(C)C)=O)CC2)=CC=1.N1(C(OC(C)(C)C)=O)CC=CCC1. Product: [F:19][C:20]([F:29])([F:30])[O:21][C:22]1[CH:27]=[CH:26][C:25]([O:18][CH:7]2[CH2:6][CH2:5][CH2:10][CH2:9][N:8]2[C:11]([O:13][C:14]([CH3:17])([CH3:16])[CH3:15])=[O:12])=[CH:24][CH:23]=1. The catalyst class is: 93. (6) Reactant: [I:1][C:2]1[CH:7]=[CH:6][C:5]([OH:8])=[C:4]([CH3:9])[CH:3]=1.[H-].[Na+].Br[CH2:13][CH2:14][OH:15].CN(C=O)C. Product: [I:1][C:2]1[CH:7]=[CH:6][C:5]([O:8][CH2:13][CH2:14][OH:15])=[C:4]([CH3:9])[CH:3]=1. The catalyst class is: 1.